Dataset: Full USPTO retrosynthesis dataset with 1.9M reactions from patents (1976-2016). Task: Predict the reactants needed to synthesize the given product. (1) Given the product [Br:1][C:2]1[N:3]=[C:4]([C:7]([NH:15][NH2:16])=[O:9])[S:5][CH:6]=1, predict the reactants needed to synthesize it. The reactants are: [Br:1][C:2]1[N:3]=[C:4]([C:7]([OH:9])=O)[S:5][CH:6]=1.O=S(Cl)Cl.O.[NH2:15][NH2:16]. (2) Given the product [CH2:12]([O:11][C:9]([C:5]1[CH:6]=[CH:7][C:2]([F:1])=[CH:3][CH:4]=1)=[CH2:10])[CH3:13], predict the reactants needed to synthesize it. The reactants are: [F:1][C:2]1[CH:7]=[CH:6][C:5](I)=[CH:4][CH:3]=1.[CH2:9]([O:11][C:12]([Sn](CCCC)(CCCC)CCCC)=[CH2:13])[CH3:10]. (3) Given the product [C:1]([C:5]1[CH:6]=[CH:7][C:8]([NH:9][C:10]2[C:19]3[C:14](=[CH:15][CH:16]=[CH:17][CH:18]=3)[C:13]([CH2:20][C:21]3[CH:22]=[N:23][C:24]([OH:30])=[C:25]([NH:27][CH2:28][CH3:29])[CH:26]=3)=[N:12][N:11]=2)=[CH:32][CH:33]=1)([CH3:2])([CH3:3])[CH3:4], predict the reactants needed to synthesize it. The reactants are: [C:1]([C:5]1[CH:33]=[CH:32][C:8]([NH:9][C:10]2[C:19]3[C:14](=[CH:15][CH:16]=[CH:17][CH:18]=3)[C:13]([CH2:20][C:21]3[CH:22]=[N:23][C:24]([O:30]C)=[C:25]([NH:27][CH2:28][CH3:29])[CH:26]=3)=[N:12][N:11]=2)=[CH:7][CH:6]=1)([CH3:4])([CH3:3])[CH3:2]. (4) Given the product [NH2:31][CH:20]([C:21]1[CH:22]=[CH:23][C:24]([C:27]([F:28])([F:30])[F:29])=[CH:25][CH:26]=1)[C:19]([N:17]1[CH2:16][CH2:15][N:14]2[CH2:40][C@H:11]([O:10][C:7]3[CH:6]=[N:5][C:4]([CH:1]4[CH2:3][CH2:2]4)=[CH:9][N:8]=3)[CH2:12][C@H:13]2[CH2:18]1)=[O:39], predict the reactants needed to synthesize it. The reactants are: [CH:1]1([C:4]2[N:5]=[CH:6][C:7]([O:10][C@H:11]3[CH2:40][N:14]4[CH2:15][CH2:16][N:17]([C:19](=[O:39])[CH:20]([NH:31]C(=O)OC(C)(C)C)[C:21]5[CH:26]=[CH:25][C:24]([C:27]([F:30])([F:29])[F:28])=[CH:23][CH:22]=5)[CH2:18][C@@H:13]4[CH2:12]3)=[N:8][CH:9]=2)[CH2:3][CH2:2]1. (5) Given the product [Cl:12][C:13]1[CH:19]=[CH:18][C:16]([NH:17][C:7](=[O:8])[C:6]2[CH:10]=[CH:11][C:3]([CH2:2][Cl:1])=[CH:4][CH:5]=2)=[C:15]([N:20]2[CH2:25][CH2:24][N:23]([CH2:26][CH2:27][C:28]([F:29])([F:31])[F:30])[CH2:22][CH2:21]2)[CH:14]=1, predict the reactants needed to synthesize it. The reactants are: [Cl:1][CH2:2][C:3]1[CH:11]=[CH:10][C:6]([C:7](Cl)=[O:8])=[CH:5][CH:4]=1.[Cl:12][C:13]1[CH:19]=[CH:18][C:16]([NH2:17])=[C:15]([N:20]2[CH2:25][CH2:24][N:23]([CH2:26][CH2:27][C:28]([F:31])([F:30])[F:29])[CH2:22][CH2:21]2)[CH:14]=1.CCN(C(C)C)C(C)C.